Dataset: Forward reaction prediction with 1.9M reactions from USPTO patents (1976-2016). Task: Predict the product of the given reaction. (1) Given the reactants [Cl:1][C:2]1[CH:10]=[C:9]2[C:5]([C:6]([C:11]([N:13]3[CH2:18][CH2:17][C:16]4([C:26]5[C:21](=[CH:22][CH:23]=[CH:24][CH:25]=5)[NH:20][CH2:19]4)[CH2:15][CH2:14]3)=[O:12])=[CH:7][NH:8]2)=[CH:4][CH:3]=1.Br[CH2:28][C:29]1[CH:30]=[N:31][CH:32]=[CH:33][CH:34]=1, predict the reaction product. The product is: [Cl:1][C:2]1[CH:10]=[C:9]2[C:5]([C:6]([C:11]([N:13]3[CH2:18][CH2:17][C:16]4([C:26]5[C:21](=[CH:22][CH:23]=[CH:24][CH:25]=5)[NH:20][CH2:19]4)[CH2:15][CH2:14]3)=[O:12])=[CH:7][N:8]2[CH2:28][C:29]2[CH:30]=[N:31][CH:32]=[CH:33][CH:34]=2)=[CH:4][CH:3]=1. (2) Given the reactants [NH2:1][NH2:2].O[CH:4]([CH2:10][C:11]([C:13]1[CH:18]=[CH:17][C:16]([O:19][CH3:20])=[CH:15][CH:14]=1)=O)[C:5](OCC)=[O:6], predict the reaction product. The product is: [CH3:20][O:19][C:16]1[CH:17]=[CH:18][C:13]([C:11]2[N:2]=[N:1][C:5]([OH:6])=[CH:4][CH:10]=2)=[CH:14][CH:15]=1.